From a dataset of Catalyst prediction with 721,799 reactions and 888 catalyst types from USPTO. Predict which catalyst facilitates the given reaction. (1) The catalyst class is: 4. Reactant: [C:1]([O:5][C:6]([N:8]1[CH2:12][C@@H:11]([C:13]2[CH:18]=[CH:17][CH:16]=[CH:15][CH:14]=2)[C@H:10]([CH2:19]O)[CH2:9]1)=[O:7])([CH3:4])([CH3:3])[CH3:2].C(N(S(F)(F)[F:27])CC)C.O. Product: [C:1]([O:5][C:6]([N:8]1[CH2:12][C@@H:11]([C:13]2[CH:18]=[CH:17][CH:16]=[CH:15][CH:14]=2)[C@H:10]([CH2:19][F:27])[CH2:9]1)=[O:7])([CH3:4])([CH3:3])[CH3:2]. (2) Reactant: [N+:1](=[C:3]([C:9]1(O)[CH2:14][CH2:13][O:12][CH2:11][CH2:10]1)[C:4]([O:6][CH2:7][CH3:8])=[O:5])=[N-:2].O=P(Cl)(Cl)Cl. Product: [NH:2]1[C:10]2[CH2:11][O:12][CH2:13][CH2:14][C:9]=2[C:3]([C:4]([O:6][CH2:7][CH3:8])=[O:5])=[N:1]1. The catalyst class is: 17. (3) The catalyst class is: 22. Product: [CH:8]1([N:14]2[C:19](=[O:20])[CH2:18][C:17](=[O:22])[N:7]([CH:4]3[CH2:5][CH2:6][O:1][CH2:2][CH2:3]3)[C:15]2=[O:16])[CH2:13][CH2:12][CH2:11][CH2:10][CH2:9]1. Reactant: [O:1]1[CH2:6][CH2:5][CH:4]([NH2:7])[CH2:3][CH2:2]1.[CH:8]1([N:14]=[C:15]=[O:16])[CH2:13][CH2:12][CH2:11][CH2:10][CH2:9]1.[C:17](Cl)(=[O:22])[CH2:18][C:19](Cl)=[O:20]. (4) Reactant: [F:1][CH:2]([F:14])[O:3][C:4]1[N:9]=[C:8]([C:10](OC)=[O:11])[CH:7]=[CH:6][CH:5]=1.CC(C[AlH]CC(C)C)C.[OH-].[Na+].C([O-])(O)=O.[Na+]. Product: [F:14][CH:2]([F:1])[O:3][C:4]1[N:9]=[C:8]([CH2:10][OH:11])[CH:7]=[CH:6][CH:5]=1. The catalyst class is: 93.